This data is from Full USPTO retrosynthesis dataset with 1.9M reactions from patents (1976-2016). The task is: Predict the reactants needed to synthesize the given product. (1) Given the product [CH3:1][C:2]1[C:8]([B:9]2[O:13][C:12]([CH3:15])([CH3:14])[C:11]([CH3:17])([CH3:16])[O:10]2)=[CH:7][CH:6]=[CH:5][C:3]=1[NH:4][C:56]([C:52]1[S:51][CH:55]=[CH:54][N:53]=1)=[O:57], predict the reactants needed to synthesize it. The reactants are: [CH3:1][C:2]1[C:8]([B:9]2[O:13][C:12]([CH3:15])([CH3:14])[C:11]([CH3:17])([CH3:16])[O:10]2)=[CH:7][CH:6]=[CH:5][C:3]=1[NH2:4].CCN(C(C)C)C(C)C.CN(C(ON1N=NC2C=CC=NC1=2)=[N+](C)C)C.F[P-](F)(F)(F)(F)F.[S:51]1[CH:55]=[CH:54][N:53]=[C:52]1[C:56](O)=[O:57]. (2) Given the product [C:26]([C:23]1[CH:22]=[C:21]2[C:20]([C:13](=[C:4]3[CH:5]=[CH:6][C:7]4[C:12](=[CH:11][CH:10]=[CH:9][CH:8]=4)[NH:3]3)[C:14](=[O:16])[N:29]2[OH:30])=[CH:25][CH:24]=1)(=[O:28])[CH3:27], predict the reactants needed to synthesize it. The reactants are: [H-].[Na+].[N:3]1[C:12]2[C:7](=[CH:8][CH:9]=[CH:10][CH:11]=2)[CH:6]=[CH:5][C:4]=1[CH2:13][C:14]([O:16]CC)=O.Cl[C:20]1[CH:25]=[CH:24][C:23]([C:26](=[O:28])[CH3:27])=[CH:22][C:21]=1[N+:29]([O-])=[O:30].Cl. (3) The reactants are: O.C([O:9][C:10]1[CH:15]=[CH:14][C:13]([C:16]2([C:19]3[N:24]=[C:23]4[S:25][C:26]([C:28]5[CH:42]=[CH:41][C:31]([CH2:32][N:33]6[CH2:36][CH:35]([C:37]([O:39][CH3:40])=[O:38])[CH2:34]6)=[CH:30][C:29]=5[F:43])=[N:27][C:22]4=[CH:21][CH:20]=3)[CH2:18][CH2:17]2)=[CH:12][CH:11]=1)C1C=CC=CC=1.C(N(CC)CC)C. Given the product [F:43][C:29]1[CH:30]=[C:31]([CH2:32][N:33]2[CH2:34][CH:35]([C:37]([O:39][CH3:40])=[O:38])[CH2:36]2)[CH:41]=[CH:42][C:28]=1[C:26]1[S:25][C:23]2[C:22]([N:27]=1)=[CH:21][CH:20]=[C:19]([C:16]1([C:13]3[CH:12]=[CH:11][C:10]([OH:9])=[CH:15][CH:14]=3)[CH2:18][CH2:17]1)[N:24]=2, predict the reactants needed to synthesize it. (4) Given the product [Cl-:44].[Cl-:44].[N:13]1[CH:14]=[CH:15][CH:16]=[CH:17][C:12]=1[CH2:11][CH2:10][C:3]1[C:4]2[C:9](=[CH:8][CH:7]=[CH:6][CH:5]=2)[CH:1]([Cr+2:47])[CH:2]=1, predict the reactants needed to synthesize it. The reactants are: [CH2:1]1[C:9]2[C:4](=[CH:5][CH:6]=[CH:7][CH:8]=2)[C:3]([CH2:10][CH2:11][C:12]2[CH:17]=[CH:16][CH:15]=[CH:14][N:13]=2)=[CH:2]1.C([Li])CCC.CCCCCC.O1CCCC1.O1CCCC1.O1CCCC1.[Cl-:44].[Cl-].[Cl-].[Cr+3:47]. (5) Given the product [CH2:39]([N:8]([C:5]1[CH:4]=[CH:3][C:2]([Br:1])=[CH:7][CH:6]=1)[CH:9]1[CH2:14][CH2:13][N:12]([C:15]2([CH3:31])[CH2:20][CH2:19][N:18]([C:21]([C:23]3[C:28]([CH3:29])=[CH:27][CH:26]=[CH:25][C:24]=3[CH3:30])=[O:22])[CH2:17][CH2:16]2)[CH2:11][CH2:10]1)[C:40]1[CH:45]=[CH:44][CH:43]=[CH:42][CH:41]=1, predict the reactants needed to synthesize it. The reactants are: [Br:1][C:2]1[CH:7]=[CH:6][C:5]([N:8](C2C=CC=CC=2)[CH:9]2[CH2:14][CH2:13][N:12]([C:15]3([CH3:31])[CH2:20][CH2:19][N:18]([C:21]([C:23]4[C:28]([CH3:29])=[CH:27][CH:26]=[CH:25][C:24]=4[CH3:30])=[O:22])[CH2:17][CH2:16]3)[CH2:11][CH2:10]2)=[CH:4][CH:3]=1.Br[CH2:39][C:40]1[CH:45]=[CH:44][CH:43]=[CH:42][CH:41]=1.C([O-])([O-])=O.[K+].[K+].